Dataset: Catalyst prediction with 721,799 reactions and 888 catalyst types from USPTO. Task: Predict which catalyst facilitates the given reaction. Reactant: [P:1]([O:19][C:20]1[CH:25]=[CH:24][CH:23]=[C:22]([C:26]2[NH:27][C:28]3[C:33]([C:34](=[O:36])[CH:35]=2)=[CH:32][C:31]([N:37]2[CH2:41][CH2:40][CH2:39][CH2:38]2)=[CH:30][CH:29]=3)[CH:21]=1)([O:11]CC1C=CC=CC=1)([O:3]CC1C=CC=CC=1)=[O:2]. Product: [P:1]([OH:11])([OH:3])([O:19][C:20]1[CH:25]=[CH:24][CH:23]=[C:22]([C:26]2[NH:27][C:28]3[C:33]([C:34](=[O:36])[CH:35]=2)=[CH:32][C:31]([N:37]2[CH2:38][CH2:39][CH2:40][CH2:41]2)=[CH:30][CH:29]=3)[CH:21]=1)=[O:2]. The catalyst class is: 19.